This data is from Reaction yield outcomes from USPTO patents with 853,638 reactions. The task is: Predict the reaction yield, written as a fraction of the theoretical maximum amount of product (1.0 means a 100% yield; for example, 0.34 means a 34% yield). (1) The reactants are [H-].[Na+].CS(C)=O.[I-].[CH3:8][S+](C)C.[Cl:12][C:13]1[CH:18]=[CH:17][C:16]([C:19]([C:21]2[CH:26]=[CH:25][C:24]([I:27])=[CH:23][CH:22]=2)=[O:20])=[CH:15][CH:14]=1. The catalyst is C(OCC)(=O)C. The product is [Cl:12][C:13]1[CH:18]=[CH:17][C:16]([C:19]2([C:21]3[CH:26]=[CH:25][C:24]([I:27])=[CH:23][CH:22]=3)[CH2:8][O:20]2)=[CH:15][CH:14]=1. The yield is 0.970. (2) The reactants are Br[C:2]1[S:3][CH:4]=[C:5]([CH2:7][O:8][N:9]=[C:10]([C:17]2[N:21]([CH3:22])[N:20]=[N:19][N:18]=2)[C:11]2[CH:16]=[CH:15][CH:14]=[CH:13][CH:12]=2)[N:6]=1.N#N.[CH:25]1([C:28]#[CH:29])[CH2:27][CH2:26]1.[CH2:30](N(C(C)C)C(C)C)C. The catalyst is C1COCC1.CCOC(C)=O.[Cu](I)I.C1C=CC([P]([Pd]([P](C2C=CC=CC=2)(C2C=CC=CC=2)C2C=CC=CC=2)([P](C2C=CC=CC=2)(C2C=CC=CC=2)C2C=CC=CC=2)[P](C2C=CC=CC=2)(C2C=CC=CC=2)C2C=CC=CC=2)(C2C=CC=CC=2)C2C=CC=CC=2)=CC=1. The product is [CH:25]1([C:28]#[C:29][C:2]2[S:3][CH:4]=[C:5]([CH:7]([O:8][N:9]=[C:10]([C:17]3[N:21]([CH3:22])[N:20]=[N:19][N:18]=3)[C:11]3[CH:16]=[CH:15][CH:14]=[CH:13][CH:12]=3)[CH3:30])[N:6]=2)[CH2:27][CH2:26]1. The yield is 0.480. (3) The reactants are C(P(CCCC)CCCC)CCC.[OH:14][C:15]1[CH:20]=[CH:19][C:18]([CH2:21][C:22]([O:24][CH3:25])=[O:23])=[CH:17][CH:16]=1.[Br:26][C:27]1[CH:32]=[CH:31][C:30]([C:33]([C:37]2[CH:42]=[CH:41][C:40]([Br:43])=[CH:39][CH:38]=2)=[CH:34][CH2:35]O)=[CH:29][CH:28]=1. The catalyst is C1COCC1. The product is [CH3:25][O:24][C:22](=[O:23])[CH2:21][C:18]1[CH:17]=[CH:16][C:15]([O:14][CH2:35][CH:34]=[C:33]([C:30]2[CH:29]=[CH:28][C:27]([Br:26])=[CH:32][CH:31]=2)[C:37]2[CH:38]=[CH:39][C:40]([Br:43])=[CH:41][CH:42]=2)=[CH:20][CH:19]=1. The yield is 0.620.